From a dataset of Full USPTO retrosynthesis dataset with 1.9M reactions from patents (1976-2016). Predict the reactants needed to synthesize the given product. Given the product [CH3:1][O:2][CH2:3][C:4]1[CH:13]=[C:12]2[C:7]([NH:8][C:9](=[O:22])[C:10]3[N:11]2[C:14]([CH:17]2[CH2:21][CH2:20][O:19][CH2:18]2)=[N:15][CH:16]=3)=[CH:6][C:5]=1[C:23]([OH:25])=[O:24], predict the reactants needed to synthesize it. The reactants are: [CH3:1][O:2][CH2:3][C:4]1[CH:13]=[C:12]2[C:7]([NH:8][C:9](=[O:22])[C:10]3[N:11]2[C:14]([CH:17]2[CH2:21][CH2:20][O:19][CH2:18]2)=[N:15][CH:16]=3)=[CH:6][C:5]=1[C:23]([O:25]C)=[O:24].[OH-].[Na+].Cl.